From a dataset of TCR-epitope binding with 47,182 pairs between 192 epitopes and 23,139 TCRs. Binary Classification. Given a T-cell receptor sequence (or CDR3 region) and an epitope sequence, predict whether binding occurs between them. (1) The epitope is FPPTSFGPL. The TCR CDR3 sequence is CASSQGYTGEETQYF. Result: 1 (the TCR binds to the epitope). (2) Result: 1 (the TCR binds to the epitope). The epitope is FLPRVFSAV. The TCR CDR3 sequence is CASSPPSERNEQFF. (3) The epitope is RLRAEAQVK. The TCR CDR3 sequence is CASSQRGGVYNSPLHF. Result: 1 (the TCR binds to the epitope). (4) The epitope is QYDPVAALF. The TCR CDR3 sequence is CASDRGGNTGELFF. Result: 1 (the TCR binds to the epitope). (5) The epitope is NQKLIANQF. The TCR CDR3 sequence is CASSLGQGFGQPQHF. Result: 0 (the TCR does not bind to the epitope).